Task: Predict which catalyst facilitates the given reaction.. Dataset: Catalyst prediction with 721,799 reactions and 888 catalyst types from USPTO (1) Reactant: [Cl-].[Al+3].[Cl-].[Cl-].[C:5](Cl)(=[O:10])[CH2:6][CH2:7][CH2:8][CH3:9].[Br:12][C:13]1[S:14][CH:15]=[CH:16][CH:17]=1. Product: [Br:12][C:13]1[S:14][C:15]([C:5](=[O:10])[CH2:6][CH2:7][CH2:8][CH3:9])=[CH:16][CH:17]=1. The catalyst class is: 6. (2) Reactant: [F:1][C:2]1[CH:3]=[C:4]([CH:10]=[CH:11][CH:12]=1)[C:5]([O:7]CC)=O.[CH3:13][C:14]1[CH:19]=[CH:18][N:17]=[CH:16][CH:15]=1.C[Si]([N-][Si](C)(C)C)(C)C.[Li+]. Product: [F:1][C:2]1[CH:3]=[C:4]([C:5](=[O:7])[CH2:13][C:14]2[CH:19]=[CH:18][N:17]=[CH:16][CH:15]=2)[CH:10]=[CH:11][CH:12]=1. The catalyst class is: 134. (3) Reactant: [NH2:1][C@H:2]1[CH2:6][N:5]([C:7]([O:9][C:10]([CH3:13])([CH3:12])[CH3:11])=[O:8])[C@@H:4]([CH3:14])[CH2:3]1.CCN(C(C)C)C(C)C.[Br:24][C:25]1[CH:30]=[CH:29][C:28]([Br:31])=[CH:27][C:26]=1[S:32](Cl)(=[O:34])=[O:33]. Product: [Br:24][C:25]1[CH:30]=[CH:29][C:28]([Br:31])=[CH:27][C:26]=1[S:32]([NH:1][C@H:2]1[CH2:6][N:5]([C:7]([O:9][C:10]([CH3:13])([CH3:12])[CH3:11])=[O:8])[C@@H:4]([CH3:14])[CH2:3]1)(=[O:34])=[O:33]. The catalyst class is: 2. (4) Reactant: [Cl:1][C:2]1[CH:7]=[CH:6][C:5]([CH2:8]Cl)=[CH:4][N:3]=1.[C:10]([NH2:14])([CH3:13])([CH3:12])[CH3:11].C(=O)([O-])[O-].[K+].[K+]. Product: [C:10]([NH:14][CH2:8][C:5]1[CH:4]=[N:3][C:2]([Cl:1])=[CH:7][CH:6]=1)([CH3:13])([CH3:12])[CH3:11]. The catalyst class is: 10.